From a dataset of Peptide-MHC class II binding affinity with 134,281 pairs from IEDB. Regression. Given a peptide amino acid sequence and an MHC pseudo amino acid sequence, predict their binding affinity value. This is MHC class II binding data. (1) The peptide sequence is GDKFLANVSTVLTGK. The MHC is DRB1_1302 with pseudo-sequence DRB1_1302. The binding affinity (normalized) is 0.970. (2) The peptide sequence is GFKAAVAAAASVP. The MHC is HLA-DQA10501-DQB10201 with pseudo-sequence HLA-DQA10501-DQB10201. The binding affinity (normalized) is 0.271.